Dataset: Reaction yield outcomes from USPTO patents with 853,638 reactions. Task: Predict the reaction yield, written as a fraction of the theoretical maximum amount of product (1.0 means a 100% yield; for example, 0.34 means a 34% yield). (1) The reactants are Br[C:2]1[CH:11]=[C:10]2[C:5]([CH:6]=[C:7]([NH:12][C:13]([CH:15]3[CH2:17][CH2:16]3)=[O:14])[N:8]=[CH:9]2)=[CH:4][CH:3]=1.[C:18]1([OH:24])[CH:23]=[CH:22][CH:21]=[CH:20][CH:19]=1.CC1C=NC2C(C=1C)=CC=C1C=2N=CC(C)=C1C.C(=O)([O-])[O-].[Cs+].[Cs+]. The catalyst is CN1CCCC1=O.ClCCl.[Cu]I. The product is [O:24]([C:2]1[CH:11]=[C:10]2[C:5]([CH:6]=[C:7]([NH:12][C:13]([CH:15]3[CH2:17][CH2:16]3)=[O:14])[N:8]=[CH:9]2)=[CH:4][CH:3]=1)[C:18]1[CH:23]=[CH:22][CH:21]=[CH:20][CH:19]=1. The yield is 0.260. (2) The reactants are [CH:1]([C:4]1[CH:18]=[C:17]([O:19][CH3:20])[CH:16]=[CH:15][C:5]=1[O:6][C:7]1[C:8]([NH2:14])=[N:9][C:10]([NH2:13])=[N:11][CH:12]=1)([CH3:3])[CH3:2].F[C:22](F)(F)[C:23](O)=[O:24].C(Cl)(=O)C.[Cl-].[Cl-].[Cl-].[Al+3]. The catalyst is ClC(Cl)C.O. The product is [NH2:13][C:10]1[N:9]=[C:8]([NH2:14])[C:7]([O:6][C:5]2[C:4]([CH:1]([CH3:3])[CH3:2])=[CH:18][C:17]([O:19][CH3:20])=[C:16]([C:23](=[O:24])[CH3:22])[CH:15]=2)=[CH:12][N:11]=1. The yield is 0.310. (3) The reactants are [CH3:1][O:2][C:3]1[CH:4]=[C:5]2[C:10](=[CH:11][C:12]=1[O:13][CH3:14])[N:9]=[CH:8][CH:7]=[C:6]2[O:15][C:16]1[CH:22]=[CH:21][C:19]([NH2:20])=[CH:18][CH:17]=1.C1(C)C=CC=CC=1.C(N(CC)CC)C.Cl[C:38](Cl)([O:40]C(=O)OC(Cl)(Cl)Cl)Cl.[CH3:49][C:50]1[CH:58]=[CH:57][C:53]([CH:54]([OH:56])[CH3:55])=[CH:52][CH:51]=1. The yield is 0.810. The product is [CH3:1][O:2][C:3]1[CH:4]=[C:5]2[C:10](=[CH:11][C:12]=1[O:13][CH3:14])[N:9]=[CH:8][CH:7]=[C:6]2[O:15][C:16]1[CH:22]=[CH:21][C:19]([NH:20][C:38](=[O:40])[O:56][CH:54]([C:53]2[CH:57]=[CH:58][C:50]([CH3:49])=[CH:51][CH:52]=2)[CH3:55])=[CH:18][CH:17]=1. The catalyst is C(Cl)Cl.